From a dataset of Ames mutagenicity test results for genotoxicity prediction. Regression/Classification. Given a drug SMILES string, predict its toxicity properties. Task type varies by dataset: regression for continuous values (e.g., LD50, hERG inhibition percentage) or binary classification for toxic/non-toxic outcomes (e.g., AMES mutagenicity, cardiotoxicity, hepatotoxicity). Dataset: ames. (1) The compound is c1ccc2c(c1)cc1c3c2ccc2cccc(c23)C1. The result is 1 (mutagenic). (2) The molecule is CCN(CC)c1ccc2c(-c3ccc(S(=O)(=O)O)cc3S(=O)(=O)O)c3ccc(=[N+](CC)CC)cc-3oc2c1. The result is 1 (mutagenic). (3) The drug is C/C=C1/CC(C)C(C)(OC(C)=O)C(=O)OCC2=CCN(C)CCC(OC1=O)C2=O. The result is 1 (mutagenic).